From a dataset of Full USPTO retrosynthesis dataset with 1.9M reactions from patents (1976-2016). Predict the reactants needed to synthesize the given product. (1) Given the product [NH:9]1[C:10]2[C:6](=[CH:5][CH:4]=[CH:3][C:2]=2[CH:13]=[CH:12][C:11]([O:15][CH3:16])=[O:14])[CH:7]=[CH:8]1, predict the reactants needed to synthesize it. The reactants are: Br[C:2]1[CH:3]=[CH:4][CH:5]=[C:6]2[C:10]=1[NH:9][CH:8]=[CH:7]2.[C:11]([O:15][CH3:16])(=[O:14])[CH:12]=[CH2:13].C(N(CC)C(C)C)(C)C.Cl. (2) Given the product [CH3:16][O:1][C:2]1[CH:3]=[C:4]([CH:9]=[C:10]([CH3:12])[CH:11]=1)[C:5]([O:7][CH3:8])=[O:6], predict the reactants needed to synthesize it. The reactants are: [OH:1][C:2]1[CH:3]=[C:4]([CH:9]=[C:10]([CH3:12])[CH:11]=1)[C:5]([O:7][CH3:8])=[O:6].[H-].[Na+].I[CH3:16]. (3) Given the product [NH2:1][C:2]1[S:3][C@:4]2([CH2:28][F:43])[C@H:6]([C@:7]([C:10]3[CH:11]=[C:12]([NH:18][C:19](=[O:27])[C:20]4[CH:25]=[CH:24][C:23]([Cl:26])=[CH:22][N:21]=4)[CH:13]=[C:14]([F:17])[C:15]=3[F:16])([CH3:9])[N:8]=1)[CH2:5]2, predict the reactants needed to synthesize it. The reactants are: [NH2:1][C:2]1[S:3][C@:4]2([CH2:28]O)[C@H:6]([C@:7]([C:10]3[CH:11]=[C:12]([NH:18][C:19](=[O:27])[C:20]4[CH:25]=[CH:24][C:23]([Cl:26])=[CH:22][N:21]=4)[CH:13]=[C:14]([F:17])[C:15]=3[F:16])([CH3:9])[N:8]=1)[CH2:5]2.C(=O)=O.CC(C)=O.C(N(S(F)(F)[F:43])CC)C.C([O-])(O)=O.[Na+]. (4) The reactants are: [OH:1][C:2]1[CH:7]=[CH:6][C:5]([CH2:8][NH:9][C:10](=[O:18])[C:11]2[CH:16]=[CH:15][CH:14]=[N:13][C:12]=2[NH2:17])=[CH:4][CH:3]=1.Br[CH2:20][C:21]#[CH:22].C(=O)([O-])[O-].[Cs+].[Cs+].CN(C=O)C. Given the product [CH2:22]([O:1][C:2]1[CH:3]=[CH:4][C:5]([CH2:8][NH:9][C:10](=[O:18])[C:11]2[CH:16]=[CH:15][CH:14]=[N:13][C:12]=2[NH2:17])=[CH:6][CH:7]=1)[C:21]#[CH:20], predict the reactants needed to synthesize it. (5) Given the product [CH2:51]([O:34][C:35]1[CH:36]=[C:37]([C:38]([NH2:40])=[O:39])[CH:41]=[CH:42][CH:43]=1)[CH2:52][CH2:53][CH2:54]/[CH:55]=[CH:56]\[CH2:57][CH2:58][CH2:59][CH3:60], predict the reactants needed to synthesize it. The reactants are: C1(P(C2C=CC=CC=2)C2C=CC=CC=2)C=CC=CC=1.CC(OC(/N=N/C(OC(C)C)=O)=O)C.[OH:34][C:35]1[CH:36]=[C:37]([CH:41]=[CH:42][CH:43]=1)[C:38]([NH2:40])=[O:39].C(N(CC)CC)C.[CH2:51](O)[CH2:52][CH2:53][CH2:54]/[CH:55]=[CH:56]\[CH2:57][CH2:58][CH2:59][CH3:60]. (6) The reactants are: [CH3:1][NH2:2].C([Li])CCC.[Br:8][C:9]1[CH:17]=[CH:16][C:12]([C:13]([OH:15])=[O:14])=[C:11](F)[CH:10]=1. Given the product [Br:8][C:9]1[CH:17]=[CH:16][C:12]([C:13]([OH:15])=[O:14])=[C:11]([NH:2][CH3:1])[CH:10]=1, predict the reactants needed to synthesize it. (7) Given the product [CH3:21][C:19]1[O:18][N:17]=[C:16]([C:14]2[CH:13]=[CH:12][C:9]3[CH2:10][CH2:11][NH:5][CH2:6][CH2:7][C:8]=3[CH:15]=2)[CH:20]=1, predict the reactants needed to synthesize it. The reactants are: FC(F)(F)C([N:5]1[CH2:11][CH2:10][C:9]2[CH:12]=[CH:13][C:14]([C:16]3[CH:20]=[C:19]([CH3:21])[O:18][N:17]=3)=[CH:15][C:8]=2[CH2:7][CH2:6]1)=O.C([O-])([O-])=O.[K+].[K+].CO. (8) Given the product [CH:14]([O:13][C:10]1[CH:11]=[CH:12][C:7]([C:19]([OH:21])=[O:20])=[CH:8][C:9]=1[O:17][CH3:18])([CH3:16])[CH3:15], predict the reactants needed to synthesize it. The reactants are: C([Li])(C)(C)C.Br[C:7]1[CH:12]=[CH:11][C:10]([O:13][CH:14]([CH3:16])[CH3:15])=[C:9]([O:17][CH3:18])[CH:8]=1.[C:19](=[O:21])=[O:20].O.